Dataset: NCI-60 drug combinations with 297,098 pairs across 59 cell lines. Task: Regression. Given two drug SMILES strings and cell line genomic features, predict the synergy score measuring deviation from expected non-interaction effect. (1) Drug 1: CCCS(=O)(=O)NC1=C(C(=C(C=C1)F)C(=O)C2=CNC3=C2C=C(C=N3)C4=CC=C(C=C4)Cl)F. Drug 2: CCCS(=O)(=O)NC1=C(C(=C(C=C1)F)C(=O)C2=CNC3=C2C=C(C=N3)C4=CC=C(C=C4)Cl)F. Cell line: SF-268. Synergy scores: CSS=-1.39, Synergy_ZIP=2.28, Synergy_Bliss=-1.85, Synergy_Loewe=-18.9, Synergy_HSA=-6.20. (2) Drug 1: CC1=C(C(CCC1)(C)C)C=CC(=CC=CC(=CC(=O)O)C)C. Drug 2: COC1=C2C(=CC3=C1OC=C3)C=CC(=O)O2. Cell line: OVCAR-4. Synergy scores: CSS=-0.0510, Synergy_ZIP=0.285, Synergy_Bliss=2.01, Synergy_Loewe=0.302, Synergy_HSA=0.413.